From a dataset of Forward reaction prediction with 1.9M reactions from USPTO patents (1976-2016). Predict the product of the given reaction. (1) Given the reactants [C:1]([C:3]1[N:4]=[N:5][C:6]([CH3:9])=[CH:7][CH:8]=1)#[N:2].Cl.[NH2:11][OH:12].C(N(CC)CC)C, predict the reaction product. The product is: [OH:12][N:11]=[C:1]([C:3]1[N:4]=[N:5][C:6]([CH3:9])=[CH:7][CH:8]=1)[NH2:2]. (2) The product is: [C:1]([NH:4][C:5]1[CH:6]=[C:7]([NH:11][C:12]2[C:16]([C:17]([NH2:19])=[O:18])=[C:15]([NH:20][CH2:25][C:24]3[CH:27]=[C:28]([CH3:31])[C:29]([OH:30])=[C:22]([CH3:21])[CH:23]=3)[NH:14][N:13]=2)[CH:8]=[CH:9][CH:10]=1)(=[O:3])[CH3:2]. Given the reactants [C:1]([NH:4][C:5]1[CH:6]=[C:7]([NH:11][C:12]2[C:16]([C:17]([NH2:19])=[O:18])=[C:15]([NH2:20])[NH:14][N:13]=2)[CH:8]=[CH:9][CH:10]=1)(=[O:3])[CH3:2].[CH3:21][C:22]1[CH:23]=[C:24]([CH:27]=[C:28]([CH3:31])[C:29]=1[OH:30])[CH:25]=O.[BH4-].[Na+].O, predict the reaction product.